Dataset: Catalyst prediction with 721,799 reactions and 888 catalyst types from USPTO. Task: Predict which catalyst facilitates the given reaction. Product: [CH:1]1([CH:7]([NH:8][C:26]2[CH:35]=[CH:34][C:29]([C:30]([O:32][CH3:33])=[O:31])=[CH:28][N:27]=2)[C:9]2[CH:14]=[N:13][C:12]([C:15]3[CH:16]=[CH:17][C:18]([C:21]([F:24])([F:23])[F:22])=[CH:19][CH:20]=3)=[N:11][CH:10]=2)[CH2:2][CH2:3][CH2:4][CH2:5][CH2:6]1. The catalyst class is: 35. Reactant: [CH:1]1([CH:7]([C:9]2[CH:10]=[N:11][C:12]([C:15]3[CH:20]=[CH:19][C:18]([C:21]([F:24])([F:23])[F:22])=[CH:17][CH:16]=3)=[N:13][CH:14]=2)[NH2:8])[CH2:6][CH2:5][CH2:4][CH2:3][CH2:2]1.F[C:26]1[CH:35]=[CH:34][C:29]([C:30]([O:32][CH3:33])=[O:31])=[CH:28][N:27]=1.C(=O)([O-])[O-].[K+].[K+].